From a dataset of Forward reaction prediction with 1.9M reactions from USPTO patents (1976-2016). Predict the product of the given reaction. (1) Given the reactants [Br:1][C:2]1[CH:7]=[CH:6][C:5]([C:8]2[C:13]([C:14]([NH:16][CH3:17])=[O:15])=[C:12]([CH3:18])[N:11]=[CH:10][CH:9]=2)=[C:4](F)[C:3]=1[F:20].[H-].[Na+], predict the reaction product. The product is: [Br:1][C:2]1[CH:7]=[CH:6][C:5]2[C:8]3[C:13](=[C:12]([CH3:18])[N:11]=[CH:10][CH:9]=3)[C:14](=[O:15])[N:16]([CH3:17])[C:4]=2[C:3]=1[F:20]. (2) Given the reactants [Na].C(=O)([O-])[O-].[ClH:6].[N:7]12[CH2:14][CH2:13][CH:10]([CH2:11][CH2:12]1)[C@@H:9]([NH:15][C:16]([C:18]1[S:19][C:20]3[C:26](Br)=[CH:25][CH:24]=[CH:23][C:21]=3[CH:22]=1)=[O:17])[CH2:8]2.[CH3:28][O:29][C:30]1[CH:35]=[CH:34][CH:33]=[CH:32][C:31]=1B(O)O, predict the reaction product. The product is: [ClH:6].[N:7]12[CH2:14][CH2:13][CH:10]([CH2:11][CH2:12]1)[C@@H:9]([NH:15][C:16]([C:18]1[S:19][C:20]3[C:26]([C:31]4[CH:32]=[CH:33][CH:34]=[CH:35][C:30]=4[O:29][CH3:28])=[CH:25][CH:24]=[CH:23][C:21]=3[CH:22]=1)=[O:17])[CH2:8]2.